This data is from Catalyst prediction with 721,799 reactions and 888 catalyst types from USPTO. The task is: Predict which catalyst facilitates the given reaction. Reactant: CCN(C(C)C)C(C)C.CN(C(ON1N=NC2C=CC=NC1=2)=[N+](C)C)C.F[P-](F)(F)(F)(F)F.[CH:34]1([C:39]([OH:41])=O)[CH2:38][CH2:37][CH2:36][CH2:35]1.Cl.[CH3:43][C:44]1([CH3:64])[CH2:49][C:48]([C:50]2[C:58]3[C:53](=[N:54][CH:55]=[C:56]([N+:60]([O-:62])=[O:61])[C:57]=3[CH3:59])[N:52]([CH3:63])[CH:51]=2)=[CH:47][CH2:46][NH:45]1. Product: [CH:34]1([C:39]([N:45]2[CH2:46][CH:47]=[C:48]([C:50]3[C:58]4[C:53](=[N:54][CH:55]=[C:56]([N+:60]([O-:62])=[O:61])[C:57]=4[CH3:59])[N:52]([CH3:63])[CH:51]=3)[CH2:49][C:44]2([CH3:64])[CH3:43])=[O:41])[CH2:35][CH2:36][CH2:37][CH2:38]1. The catalyst class is: 34.